Dataset: Catalyst prediction with 721,799 reactions and 888 catalyst types from USPTO. Task: Predict which catalyst facilitates the given reaction. (1) Reactant: [Cl:1][C:2]1[CH:3]=[CH:4][C:5]2[N:11]([CH2:12][C:13]([CH3:17])([CH3:16])[CH2:14][OH:15])[C:10](=[O:18])[C@@H:9]([CH2:19][C:20]([OH:22])=O)[O:8][C@H:7]([C:23]3[CH:28]=[CH:27][CH:26]=[C:25]([O:29][CH3:30])[C:24]=3[O:31][CH3:32])[C:6]=2[CH:33]=1.Cl.[NH2:35][CH2:36][CH2:37][CH2:38][CH2:39][CH2:40][C:41]([O:43][CH3:44])=[O:42].P(C#N)(OCC)(OCC)=O.C(N(CC)CC)C. Product: [Cl:1][C:2]1[CH:3]=[CH:4][C:5]2[N:11]([CH2:12][C:13]([CH3:16])([CH3:17])[CH2:14][OH:15])[C:10](=[O:18])[C@@H:9]([CH2:19][C:20]([NH:35][CH2:36][CH2:37][CH2:38][CH2:39][CH2:40][C:41]([O:43][CH3:44])=[O:42])=[O:22])[O:8][C@H:7]([C:23]3[CH:28]=[CH:27][CH:26]=[C:25]([O:29][CH3:30])[C:24]=3[O:31][CH3:32])[C:6]=2[CH:33]=1. The catalyst class is: 42. (2) Reactant: [CH3:1][C:2]1([CH3:16])[CH:11]=[CH:10][C:9]2[C:4](=[C:5]([C:12]([O:14][CH3:15])=[O:13])[CH:6]=[CH:7][CH:8]=2)[NH:3]1. Product: [CH3:1][C:2]1([CH3:16])[CH2:11][CH2:10][C:9]2[C:4](=[C:5]([C:12]([O:14][CH3:15])=[O:13])[CH:6]=[CH:7][CH:8]=2)[NH:3]1. The catalyst class is: 19. (3) Reactant: [Cl:1][C:2]1[CH:10]=[CH:9][C:5]([C:6]([OH:8])=O)=[CH:4][CH:3]=1.CN(C(ON1N=NC2C=CC=NC1=2)=[N+](C)C)C.F[P-](F)(F)(F)(F)F.[F:35][C:36]1[CH:37]=[C:38]2[C:43](=[CH:44][CH:45]=1)[N:42]=[CH:41][CH:40]=[C:39]2[CH:46]1[CH2:51][CH2:50][CH:49]([CH:52]([NH2:55])[CH2:53][CH3:54])[CH2:48][CH2:47]1.CN1CCOCC1. Product: [Cl:1][C:2]1[CH:3]=[CH:4][C:5]([C:6]([NH:55][CH:52]([CH:49]2[CH2:48][CH2:47][CH:46]([C:39]3[C:38]4[C:43](=[CH:44][CH:45]=[C:36]([F:35])[CH:37]=4)[N:42]=[CH:41][CH:40]=3)[CH2:51][CH2:50]2)[CH2:53][CH3:54])=[O:8])=[CH:9][CH:10]=1. The catalyst class is: 198. (4) Reactant: [F:1][C:2]([F:14])([F:13])[C:3]1[CH:11]=[CH:10][CH:9]=[C:8]2[C:4]=1[CH2:5][CH2:6][C:7]2=[O:12].[BH4-].[Na+].[Cl-].[NH4+]. Product: [CH2:6]1[CH:7]([OH:12])[C:8]2[CH:9]=[CH:10][CH:11]=[C:3]([C:2]([F:1])([F:14])[F:13])[C:4]=2[CH2:5]1. The catalyst class is: 111. (5) Reactant: [C:1]1([CH2:7][S:8][C:9]2[N:14]=[C:13]([OH:15])[CH:12]=[C:11]([OH:16])[N:10]=2)[CH:6]=[CH:5][CH:4]=[CH:3][CH:2]=1.[N+:17]([O-])([OH:19])=[O:18]. Product: [N+:17]([C:12]1[C:13]([OH:15])=[N:14][C:9]([S:8][CH2:7][C:1]2[CH:6]=[CH:5][CH:4]=[CH:3][CH:2]=2)=[N:10][C:11]=1[OH:16])([O-:19])=[O:18]. The catalyst class is: 15. (6) Product: [Cl:12][C:4]1[N:3]=[C:2]([CH3:1])[N:7]=[C:6]([NH:20][C:19]2[C:14]([CH3:13])=[N:15][C:16]([CH3:22])=[CH:17][C:18]=2[CH3:21])[C:5]=1[N+:9]([O-:11])=[O:10]. Reactant: [CH3:1][C:2]1[N:7]=[C:6](Cl)[C:5]([N+:9]([O-:11])=[O:10])=[C:4]([Cl:12])[N:3]=1.[CH3:13][C:14]1[C:19]([NH2:20])=[C:18]([CH3:21])[CH:17]=[C:16]([CH3:22])[N:15]=1. The catalyst class is: 10. (7) Reactant: [BH4-].[Na+].[F:3][C:4]([F:13])([F:12])[CH:5]1[CH2:10][CH2:9][C:8](=[O:11])[CH2:7][CH2:6]1. Product: [F:3][C:4]([F:12])([F:13])[CH:5]1[CH2:6][CH2:7][CH:8]([OH:11])[CH2:9][CH2:10]1. The catalyst class is: 5.